From a dataset of Full USPTO retrosynthesis dataset with 1.9M reactions from patents (1976-2016). Predict the reactants needed to synthesize the given product. (1) Given the product [CH3:13][O:12][C:10]1[CH:9]=[CH:8][C:6]2[CH:7]=[C:3]([C:1]#[C:2][C:42]3[CH:43]=[CH:44][C:39]([C:38]#[C:37][C:29]4([NH:28][C:27](=[O:46])[O:26][C:22]([CH3:25])([CH3:24])[CH3:23])[CH2:34][O:33][C:32]([CH3:36])([CH3:35])[O:31][CH2:30]4)=[CH:40][CH:41]=3)[O:4][C:5]=2[CH:11]=1, predict the reactants needed to synthesize it. The reactants are: [C:1]([C:3]1[O:4][C:5]2[CH:11]=[C:10]([O:12][CH3:13])[CH:9]=[CH:8][C:6]=2[CH:7]=1)#[CH:2].C#CCCCCCC.[C:22]([O:26][C:27](=[O:46])[NH:28][C:29]1([C:37]#[C:38][C:39]2[CH:44]=[CH:43][C:42](I)=[CH:41][CH:40]=2)[CH2:34][O:33][C:32]([CH3:36])([CH3:35])[O:31][CH2:30]1)([CH3:25])([CH3:24])[CH3:23].IC1C=C2C(=CC=1)CN(C(C1C=CC=CC=1)(C1C=CC=CC=1)C1C=CC=CC=1)C2. (2) Given the product [CH:27]1([NH:26][C:25](=[O:30])[C:23]2[CH:22]=[CH:21][C:20]([CH3:31])=[C:19]([N:14]3[CH:13]=[N:12][C:11]4[C:15]3=[N:16][CH:17]=[N:18][C:10]=4[C:7]3[CH:8]=[CH:9][C:4]([C:3]([NH:34][NH2:35])=[O:2])=[CH:5][CH:6]=3)[CH:24]=2)[CH2:29][CH2:28]1, predict the reactants needed to synthesize it. The reactants are: C[O:2][C:3](=O)[C:4]1[CH:9]=[CH:8][C:7]([C:10]2[N:18]=[CH:17][N:16]=[C:15]3[C:11]=2[N:12]=[CH:13][N:14]3[C:19]2[CH:24]=[C:23]([C:25](=[O:30])[NH:26][CH:27]3[CH2:29][CH2:28]3)[CH:22]=[CH:21][C:20]=2[CH3:31])=[CH:6][CH:5]=1.O.[NH2:34][NH2:35]. (3) Given the product [CH3:17][Si:18]([C:21]#[C:22][C:2]1[CH:3]=[N:4][CH:5]=[C:6]([CH:9]=1)[C:7]#[N:8])([CH3:20])[CH3:19], predict the reactants needed to synthesize it. The reactants are: Br[C:2]1[CH:3]=[N:4][CH:5]=[C:6]([CH:9]=1)[C:7]#[N:8].CCN(CC)CC.[CH3:17][Si:18]([C:21]#[CH:22])([CH3:20])[CH3:19]. (4) The reactants are: [C:1](=[O:8])([O:5][CH2:6][CH3:7])[O:2][CH2:3]Cl.[Na+].[I-].O=C(C1C=CC=CC=1)C[O:14][C:15](=[O:43])[C@H:16]([OH:42])[CH2:17][N:18]([CH2:28][C:29]1[CH:34]=[CH:33][C:32]([C:35]2[CH:40]=[CH:39][CH:38]=[C:37]([Cl:41])[CH:36]=2)=[CH:31][CH:30]=1)[NH:19][C:20]([C:22]1[O:26][N:25]=[C:24]([OH:27])[CH:23]=1)=[O:21].C(=O)([O-])[O-].[Cs+].[Cs+].CC(O)=O. Given the product [Cl:41][C:37]1[CH:36]=[C:35]([C:32]2[CH:31]=[CH:30][C:29]([CH2:28][N:18]([CH2:17][C@@H:16]([OH:42])[C:15]([OH:43])=[O:14])[NH:19][C:20]([C:22]3[O:26][N:25]=[C:24]([O:27][CH2:3][O:2][C:1]([O:5][CH2:6][CH3:7])=[O:8])[CH:23]=3)=[O:21])=[CH:34][CH:33]=2)[CH:40]=[CH:39][CH:38]=1, predict the reactants needed to synthesize it.